This data is from Forward reaction prediction with 1.9M reactions from USPTO patents (1976-2016). The task is: Predict the product of the given reaction. (1) Given the reactants [CH3:1][N:2]([CH3:13])[CH2:3][CH2:4][O:5][C:6]1[CH:11]=[CH:10][C:9]([NH2:12])=[CH:8][CH:7]=1.C(N1CCN(C2C=C(N[C:29]([C:31]3[C:32]4[N:33]=[CH:34][CH:35]=[N:36][C:37]=4[C:38]([C:41]4[C:50]5[C:45](=[CH:46][CH:47]=[CH:48][CH:49]=5)[CH:44]=[N:43][CH:42]=4)=[CH:39][CH:40]=3)=[O:30])C=CC=2)CC1)C, predict the reaction product. The product is: [CH3:1][N:2]([CH3:13])[CH2:3][CH2:4][O:5][C:6]1[CH:11]=[CH:10][C:9]([NH:12][C:29]([C:31]2[C:32]3[N:33]=[CH:34][CH:35]=[N:36][C:37]=3[C:38]([C:41]3[C:50]4[C:45](=[CH:46][CH:47]=[CH:48][CH:49]=4)[CH:44]=[N:43][CH:42]=3)=[CH:39][CH:40]=2)=[O:30])=[CH:8][CH:7]=1. (2) Given the reactants Br[CH2:2][C:3]1[S:4][C:5]([C:15]([O:17][CH3:18])=[O:16])=[C:6]([C:8]2[CH:13]=[CH:12][CH:11]=[CH:10][C:9]=2[Cl:14])[N:7]=1.[Na].[F:20][C:21]([C:24]1[NH:28][N:27]=[N:26][N:25]=1)([F:23])[F:22].C(=O)([O-])[O-].[K+].[K+], predict the reaction product. The product is: [Cl:14][C:9]1[CH:10]=[CH:11][CH:12]=[CH:13][C:8]=1[C:6]1[N:7]=[C:3]([CH2:2][N:26]2[N:27]=[N:28][C:24]([C:21]([F:23])([F:22])[F:20])=[N:25]2)[S:4][C:5]=1[C:15]([O:17][CH3:18])=[O:16].